Predict the reaction yield, written as a fraction of the theoretical maximum amount of product (1.0 means a 100% yield; for example, 0.34 means a 34% yield). From a dataset of Reaction yield outcomes from USPTO patents with 853,638 reactions. (1) The reactants are [Br:1]Br.[C:3]([O:6][CH2:7][CH2:8][C:9]1[N:10]=[C:11]([NH:14][C:15](=[O:17])[CH3:16])[S:12][CH:13]=1)(=[O:5])[CH3:4]. The catalyst is CC(O)=O. The product is [C:3]([O:6][CH2:7][CH2:8][C:9]1[N:10]=[C:11]([NH:14][C:15](=[O:17])[CH3:16])[S:12][C:13]=1[Br:1])(=[O:5])[CH3:4]. The yield is 0.743. (2) The reactants are [Cl:1][C:2]1[N:7]=[CH:6][C:5]([NH:8][CH3:9])=[C:4]([C:10]2[C:11]([CH3:16])=[N:12][CH:13]=[CH:14][CH:15]=2)[CH:3]=1.O1CCCC1.C([Li])CCC.[F:27][C:28]([F:46])([F:45])[C:29]1[CH:30]=[C:31]([C:39]([CH3:44])([CH3:43])[C:40](Cl)=[O:41])[CH:32]=[C:33]([C:35]([F:38])([F:37])[F:36])[CH:34]=1. No catalyst specified. The product is [F:38][C:35]([F:36])([F:37])[C:33]1[CH:32]=[C:31]([C:39]([CH3:43])([CH3:44])[C:40]([N:8]([C:5]2[CH:6]=[N:7][C:2]([Cl:1])=[CH:3][C:4]=2[C:10]2[C:11]([CH3:16])=[N:12][CH:13]=[CH:14][CH:15]=2)[CH3:9])=[O:41])[CH:30]=[C:29]([C:28]([F:45])([F:27])[F:46])[CH:34]=1. The yield is 0.780.